From a dataset of Catalyst prediction with 721,799 reactions and 888 catalyst types from USPTO. Predict which catalyst facilitates the given reaction. (1) Product: [CH:11]12[O:16][CH:14]([CH2:13][CH2:12]1)[CH2:15][N:9]([C:4]1[C:3]([CH2:2][O:17][C:18]3[C:27]4[C:26](=[O:28])[O:25][C:24]([CH3:30])([CH3:29])[O:23][C:22]=4[CH:21]=[CH:20][CH:19]=3)=[CH:8][CH:7]=[CH:6][N:5]=1)[CH2:10]2. The catalyst class is: 3. Reactant: Cl[CH2:2][C:3]1[C:4]([N:9]2[CH2:15][CH:14]3[O:16][CH:11]([CH2:12][CH2:13]3)[CH2:10]2)=[N:5][CH:6]=[CH:7][CH:8]=1.[OH:17][C:18]1[C:27]2[C:26](=[O:28])[O:25][C:24]([CH3:30])([CH3:29])[O:23][C:22]=2[CH:21]=[CH:20][CH:19]=1.C(=O)([O-])[O-].[Cs+].[Cs+]. (2) Reactant: [Br:1][C:2]1[CH:3]=[C:4]([C:11]([NH:13][CH2:14][C:15]2[C:16](=[O:23])[NH:17][C:18]([CH3:22])=[CH:19][C:20]=2[CH3:21])=[O:12])[C:5]2[CH:10]=[N:9][NH:8][C:6]=2[N:7]=1.C([O-])([O-])=O.[K+].[K+].Br[CH:31]([C:33]1[CH:38]=[CH:37][CH:36]=[CH:35][CH:34]=1)[CH3:32].O. Product: [Br:1][C:2]1[CH:3]=[C:4]([C:11]([NH:13][CH2:14][C:15]2[C:16](=[O:23])[NH:17][C:18]([CH3:22])=[CH:19][C:20]=2[CH3:21])=[O:12])[C:5]2[CH:10]=[N:9][N:8]([CH:31]([C:33]3[CH:38]=[CH:37][CH:36]=[CH:35][CH:34]=3)[CH3:32])[C:6]=2[N:7]=1. The catalyst class is: 3.